From a dataset of Full USPTO retrosynthesis dataset with 1.9M reactions from patents (1976-2016). Predict the reactants needed to synthesize the given product. (1) Given the product [C:34]([C:36]1[CH:37]=[CH:38][C:39]([CH2:42][CH2:43][CH:44](/[CH:56]=[CH:10]/[C:9]2[CH:30]=[CH:31][CH:32]=[CH:33][C:8]=2[OH:7])[CH2:45][C:46]2[CH:47]=[CH:48][C:49]([C:50]([O:52][CH3:53])=[O:51])=[CH:54][CH:55]=2)=[CH:40][CH:41]=1)#[N:35], predict the reactants needed to synthesize it. The reactants are: C([Li])CCC.[Br-].[OH:7][C:8]1[CH:33]=[CH:32][CH:31]=[CH:30][C:9]=1[CH2:10][P+](C1C=CC=CC=1)(C1C=CC=CC=1)C1C=CC=CC=1.[C:34]([C:36]1[CH:41]=[CH:40][C:39]([CH2:42][CH2:43][CH:44]([CH:56]=O)[CH2:45][C:46]2[CH:55]=[CH:54][C:49]([C:50]([O:52][CH3:53])=[O:51])=[CH:48][CH:47]=2)=[CH:38][CH:37]=1)#[N:35].O. (2) The reactants are: O[CH:2]1[C:11]2[C:6](=[CH:7][CH:8]=[C:9]([C:12]([O:14][CH3:15])=[O:13])[CH:10]=2)[NH:5][CH:4]([C:16]2[CH:21]=[CH:20][C:19]([N+:22]([O-:24])=[O:23])=[CH:18][CH:17]=2)[C:3]1([CH3:26])[CH3:25].C([SiH](CC)CC)C.FC(F)(F)C(O)=O. Given the product [CH3:25][C:3]1([CH3:26])[CH2:2][C:11]2[C:6](=[CH:7][CH:8]=[C:9]([C:12]([O:14][CH3:15])=[O:13])[CH:10]=2)[NH:5][CH:4]1[C:16]1[CH:17]=[CH:18][C:19]([N+:22]([O-:24])=[O:23])=[CH:20][CH:21]=1, predict the reactants needed to synthesize it. (3) The reactants are: [CH3:1][N:2]1[CH2:7][CH2:6][NH:5][CH2:4][C:3]1=[O:8].[C:9]([O:13][C:14]([N:16]1[CH2:19][C:18](=O)[CH2:17]1)=[O:15])([CH3:12])([CH3:11])[CH3:10].C(O[BH-](OC(=O)C)OC(=O)C)(=O)C.[Na+]. Given the product [C:9]([O:13][C:14]([N:16]1[CH2:19][CH:18]([N:5]2[CH2:6][CH2:7][N:2]([CH3:1])[C:3](=[O:8])[CH2:4]2)[CH2:17]1)=[O:15])([CH3:12])([CH3:10])[CH3:11], predict the reactants needed to synthesize it. (4) Given the product [F:1][C:2]([F:16])([F:17])[C:3]1[CH:4]=[C:5]([NH:9][CH2:20][CH2:19][C:18]([OH:22])=[O:21])[CH:6]=[CH:7][CH:8]=1, predict the reactants needed to synthesize it. The reactants are: [F:1][C:2]([F:17])([F:16])[C:3]1[CH:4]=[C:5]([NH:9]C2C=CC=CC=2)[CH:6]=[CH:7][CH:8]=1.[C:18]([OH:22])(=[O:21])[CH:19]=[CH2:20].[OH-].[Na+]. (5) Given the product [CH3:5][CH2:4][N:3]([C:6]1[CH:7]=[CH:8][C:9]2[C:24]3([N:34]([NH2:35])[C:31](=[O:32])[C:30]4[C:25]3=[CH:26][CH:27]=[CH:28][CH:29]=4)[C:23]3[CH:22]=[CH:21][C:15]([N:16]([CH2:19][CH3:20])[CH2:17][CH3:18])=[CH:14][C:13]=3[O:12][C:10]=2[CH:11]=1)[CH2:2][CH3:1], predict the reactants needed to synthesize it. The reactants are: [CH3:1][CH2:2][N:3]([C:6]1[CH:7]=[CH:8][C:9]2[C:24]([C:25]3[CH:26]=[CH:27][CH:28]=[CH:29][C:30]=3[C:31](C)=[O:32])=[C:23]3[C:13](=[CH:14][C:15]([CH:21]=[CH:22]3)=[N+:16]([CH2:19][CH3:20])[CH2:17][CH3:18])[O:12][C:10]=2[CH:11]=1)[CH2:4][CH3:5].[NH2:34][NH2:35]. (6) Given the product [Br:1][C:2]1[CH:3]=[C:4]([CH:11]2[NH:15][C:16](=[O:19])[CH2:17][O:13][C@@H:12]2[CH3:20])[CH:5]=[C:6]([N+:8]([O-:10])=[O:9])[CH:7]=1, predict the reactants needed to synthesize it. The reactants are: [Br:1][C:2]1[CH:3]=[C:4]([C@:11]([NH:15][C:16](=[O:19])[CH2:17]Cl)(C)[CH2:12][OH:13])[CH:5]=[C:6]([N+:8]([O-:10])=[O:9])[CH:7]=1.[CH3:20]C([O-])(C)C.[K+].O. (7) Given the product [F:19][C:14]1[CH:13]=[C:12]([C:5]2[N:4]=[C:3]([CH2:2][C:30]3[CH:29]=[N:28][C:27]([NH2:26])=[N:32][CH:31]=3)[CH:8]=[N:7][C:6]=2[O:9][CH2:10][CH3:11])[CH:17]=[CH:16][C:15]=1[F:18], predict the reactants needed to synthesize it. The reactants are: Br[CH2:2][C:3]1[N:4]=[C:5]([C:12]2[CH:17]=[CH:16][C:15]([F:18])=[C:14]([F:19])[CH:13]=2)[C:6]([O:9][CH2:10][CH3:11])=[N:7][CH:8]=1.C([O-])([O-])=O.[K+].[K+].[NH2:26][C:27]1[N:32]=[CH:31][C:30](B(O)O)=[CH:29][N:28]=1. (8) Given the product [Cl:24][C:25]1[CH:33]=[CH:32][C:31]([CH2:34][NH:35][C:36](=[O:41])[C:37]([CH3:39])([CH3:38])[CH3:40])=[CH:30][C:26]=1[C:27]([NH:15][C:10]1[CH:11]=[CH:12][CH:13]=[C:14]2[C:9]=1[CH:8]=[CH:7][N:6]=[C:5]2[O:4][C:3]1[CH:16]=[C:17]([C:20]([F:21])([F:23])[F:22])[CH:18]=[CH:19][C:2]=1[F:1])=[O:28], predict the reactants needed to synthesize it. The reactants are: [F:1][C:2]1[CH:19]=[CH:18][C:17]([C:20]([F:23])([F:22])[F:21])=[CH:16][C:3]=1[O:4][C:5]1[C:14]2[CH:13]=[CH:12][CH:11]=[C:10]([NH2:15])[C:9]=2[CH:8]=[CH:7][N:6]=1.[Cl:24][C:25]1[CH:33]=[CH:32][C:31]([CH2:34][NH:35][C:36](=[O:41])[C:37]([CH3:40])([CH3:39])[CH3:38])=[CH:30][C:26]=1[C:27](O)=[O:28].C(Cl)(=O)C(Cl)=O.CCN(C(C)C)C(C)C.